This data is from Forward reaction prediction with 1.9M reactions from USPTO patents (1976-2016). The task is: Predict the product of the given reaction. (1) Given the reactants [Br:1][C:2]1[CH:10]=[CH:9][C:5]([C:6](O)=[O:7])=[C:4]([Cl:11])[CH:3]=1.B.O1CCCC1.O.C([O-])(O)=O.[Na+], predict the reaction product. The product is: [Br:1][C:2]1[CH:10]=[CH:9][C:5]([CH2:6][OH:7])=[C:4]([Cl:11])[CH:3]=1. (2) Given the reactants Cl.[N+:2]([C:5]1[CH:6]=[C:7]([O:14][C:15]2[CH:16]=[N:17][CH:18]=[CH:19][CH:20]=2)[CH:8]=[CH:9][C:10]=1[N+:11]([O-])=O)([O-])=O, predict the reaction product. The product is: [NH2:2][C:5]1[CH:6]=[C:7]([O:14][C:15]2[CH:16]=[N:17][CH:18]=[CH:19][CH:20]=2)[CH:8]=[CH:9][C:10]=1[NH2:11]. (3) Given the reactants O[C:2]1[C:3]2[N:11]=[CH:10][CH:9]=[C:8]([C:12]([NH2:14])=[O:13])[C:4]=2[N:5]=[CH:6][N:7]=1.Cl.[NH2:16][C@@H:17]([C:33]1[CH:38]=[CH:37][C:36]([C:39]([F:42])([F:41])[F:40])=[CH:35][CH:34]=1)[CH2:18][N:19]([CH3:32])S(C1C=CC([N+]([O-])=O)=CC=1)(=O)=O, predict the reaction product. The product is: [CH3:32][NH:19][CH2:18][C@@H:17]([NH:16][C:2]1[C:3]2[N:11]=[CH:10][CH:9]=[C:8]([C:12]([NH2:14])=[O:13])[C:4]=2[N:5]=[CH:6][N:7]=1)[C:33]1[CH:34]=[CH:35][C:36]([C:39]([F:40])([F:42])[F:41])=[CH:37][CH:38]=1. (4) Given the reactants O=[C:2]1[NH:7][C:6]2[S:8][C:9]([C:11]([O:13][CH3:14])=[O:12])=[CH:10][C:5]=2[N:4]=[CH:3]1.P(Cl)(Cl)([Cl:17])=O, predict the reaction product. The product is: [Cl:17][C:2]1[N:7]=[C:6]2[S:8][C:9]([C:11]([O:13][CH3:14])=[O:12])=[CH:10][C:5]2=[N:4][CH:3]=1. (5) Given the reactants [Cl:1][C:2]1[CH:7]=[CH:6][C:5]([N:8]([CH2:33][CH:34]2[CH2:36][CH2:35]2)[C:9]2[CH:10]=[CH:11][C:12]([C:15]([C:17]3[CH:18]=[CH:19][C:20]([O:26][C:27]4[CH:32]=[CH:31][CH:30]=[CH:29][CH:28]=4)=[C:21]([CH:25]=3)[C:22]([OH:24])=[O:23])=O)=[N:13][CH:14]=2)=[CH:4][CH:3]=1.[CH3:37][O:38][NH2:39].Cl.CCO, predict the reaction product. The product is: [Cl:1][C:2]1[CH:7]=[CH:6][C:5]([N:8]([CH2:33][CH:34]2[CH2:36][CH2:35]2)[C:9]2[CH:10]=[CH:11][C:12]([C:15](=[N:39][O:38][CH3:37])[C:17]3[CH:18]=[CH:19][C:20]([O:26][C:27]4[CH:32]=[CH:31][CH:30]=[CH:29][CH:28]=4)=[C:21]([CH:25]=3)[C:22]([OH:24])=[O:23])=[N:13][CH:14]=2)=[CH:4][CH:3]=1.